From a dataset of Full USPTO retrosynthesis dataset with 1.9M reactions from patents (1976-2016). Predict the reactants needed to synthesize the given product. The reactants are: [CH3:1][S:2][C:3]1[N:8]=[C:7]([NH:9][CH2:10][C:11]2[CH:16]=[CH:15][C:14]([O:17][CH3:18])=[C:13]([Cl:19])[CH:12]=2)[C:6]([C:20]([OH:22])=[O:21])=[CH:5][N:4]=1.ClC1C=C(Cl)C=C(Cl)C=1C(Cl)=O.CN(C1C=CC=CN=1)C.[N:44]1[CH:49]=[CH:48][CH:47]=[CH:46][C:45]=1[CH2:50]O. Given the product [CH3:1][S:2][C:3]1[N:8]=[C:7]([NH:9][CH2:10][C:11]2[CH:16]=[CH:15][C:14]([O:17][CH3:18])=[C:13]([Cl:19])[CH:12]=2)[C:6]([C:20]([O:22][CH2:50][C:45]2[CH:46]=[CH:47][CH:48]=[CH:49][N:44]=2)=[O:21])=[CH:5][N:4]=1, predict the reactants needed to synthesize it.